This data is from Full USPTO retrosynthesis dataset with 1.9M reactions from patents (1976-2016). The task is: Predict the reactants needed to synthesize the given product. (1) Given the product [CH3:11][C@H:12]1[CH2:17][O:16][CH2:15][CH2:14][N:13]1[C:18]1[CH:23]=[C:22]([C:24]([S:27]([C:30]([CH3:33])([CH3:32])[CH3:31])(=[O:29])=[O:28])([CH3:25])[CH3:26])[N:21]=[C:20]([C:34]2[CH:40]=[CH:39][C:37]([NH:38][C:2](=[O:3])[O:4][C:5]3[CH:10]=[CH:9][CH:8]=[CH:7][CH:6]=3)=[CH:36][CH:35]=2)[N:19]=1, predict the reactants needed to synthesize it. The reactants are: Cl[C:2]([O:4][C:5]1[CH:10]=[CH:9][CH:8]=[CH:7][CH:6]=1)=[O:3].[CH3:11][C@H:12]1[CH2:17][O:16][CH2:15][CH2:14][N:13]1[C:18]1[CH:23]=[C:22]([C:24]([S:27]([C:30]([CH3:33])([CH3:32])[CH3:31])(=[O:29])=[O:28])([CH3:26])[CH3:25])[N:21]=[C:20]([C:34]2[CH:40]=[CH:39][C:37]([NH2:38])=[CH:36][CH:35]=2)[N:19]=1.C(=O)([O-])O.[Na+]. (2) Given the product [CH3:36][O:35][C:31]1[CH:32]=[CH:33][CH:34]=[C:27]([O:26][CH3:25])[C:28]=1[CH2:29][NH:30][C:13](=[NH:15])[NH:12][C:10]1[S:9][N:8]=[C:7]([C:1]2[CH:6]=[CH:5][CH:4]=[CH:3][CH:2]=2)[N:11]=1, predict the reactants needed to synthesize it. The reactants are: [C:1]1([C:7]2[N:11]=[C:10]([NH:12][C:13]([NH2:15])=S)[S:9][N:8]=2)[CH:6]=[CH:5][CH:4]=[CH:3][CH:2]=1.CI.C(N(CC)CC)C.[CH3:25][O:26][C:27]1[CH:34]=[CH:33][CH:32]=[C:31]([O:35][CH3:36])[C:28]=1[CH2:29][NH2:30]. (3) The reactants are: C([O:8][C:9]1[CH:36]=[CH:35][C:12]([O:13][CH2:14][C@@H:15]([OH:34])[CH2:16][N:17]2[CH2:22][CH2:21][N:20]([S:23]([C:26]3[CH:31]=[CH:30][C:29]([O:32][CH3:33])=[CH:28][CH:27]=3)(=[O:25])=[O:24])[CH2:19][CH2:18]2)=[CH:11][CH:10]=1)C1C=CC=CC=1.[K+].[Br-].N1CCNCC1. Given the product [OH:34][C@@H:15]([CH2:16][N:17]1[CH2:22][CH2:21][N:20]([S:23]([C:26]2[CH:27]=[CH:28][C:29]([O:32][CH3:33])=[CH:30][CH:31]=2)(=[O:24])=[O:25])[CH2:19][CH2:18]1)[CH2:14][O:13][C:12]1[CH:35]=[CH:36][C:9]([OH:8])=[CH:10][CH:11]=1, predict the reactants needed to synthesize it. (4) The reactants are: [Cl:1][C:2]1[N:7]=[CH:6][N:5]=[C:4]([NH:8][C:9]2[CH:18]=[CH:17][C:12]([C:13]([O:15]C)=O)=[CH:11][CH:10]=2)[CH:3]=1.[F:19][C:20]1[CH:25]=[CH:24][C:23]([C:26]2[N:30]=[C:29]([NH2:31])[S:28][N:27]=2)=[CH:22][C:21]=1[C:32]([F:35])([F:34])[F:33].Cl. Given the product [Cl:1][C:2]1[N:7]=[CH:6][N:5]=[C:4]([NH:8][C:9]2[CH:10]=[CH:11][C:12]([C:13]([NH:31][C:29]3[S:28][N:27]=[C:26]([C:23]4[CH:24]=[CH:25][C:20]([F:19])=[C:21]([C:32]([F:35])([F:34])[F:33])[CH:22]=4)[N:30]=3)=[O:15])=[CH:17][CH:18]=2)[CH:3]=1, predict the reactants needed to synthesize it. (5) Given the product [NH2:12][C:3]1[CH:4]=[N:5][N:6]([CH2:7][C:8]([F:11])([F:10])[F:9])[C:2]=1[N:15]1[CH2:21][CH2:20][CH2:19][C@@H:18]([NH:22][C:23](=[O:28])[C:24]([F:26])([F:25])[F:27])[CH2:17][CH2:16]1, predict the reactants needed to synthesize it. The reactants are: Br[C:2]1[N:6]([CH2:7][C:8]([F:11])([F:10])[F:9])[N:5]=[CH:4][C:3]=1[N+:12]([O-])=O.[NH:15]1[CH2:21][CH2:20][CH2:19][C@@H:18]([NH:22][C:23](=[O:28])[C:24]([F:27])([F:26])[F:25])[CH2:17][CH2:16]1. (6) Given the product [CH:21]([O:25][CH2:26][CH2:27][C@H:28]([NH:32][C:33]([O:35][C:36]([CH3:37])([CH3:39])[CH3:38])=[O:34])[C:29]([N:16]1[CH2:17][C@H:18]([OH:20])[CH2:19][C@H:15]1[C:13]([NH:12][C@:7]1([C:5]([O:4][CH2:2][CH3:3])=[O:6])[CH2:9][C@H:8]1[CH:10]=[CH2:11])=[O:14])=[O:30])=[CH:22][CH2:23][CH3:24], predict the reactants needed to synthesize it. The reactants are: Cl.[CH2:2]([O:4][C:5]([C@@:7]1([NH:12][C:13]([C@@H:15]2[CH2:19][C@@H:18]([OH:20])[CH2:17][NH:16]2)=[O:14])[CH2:9][C@H:8]1[CH:10]=[CH2:11])=[O:6])[CH3:3].[CH2:21]([O:25][CH2:26][CH2:27][C@H:28]([NH:32][C:33]([O:35][C:36]([CH3:39])([CH3:38])[CH3:37])=[O:34])[C:29](O)=[O:30])[CH2:22][CH:23]=[CH2:24].F[P-](F)(F)(F)(F)F.N1(OC(N(C)C)=[N+](C)C)C2N=CC=CC=2N=N1.C(N(C(C)C)CC)(C)C. (7) Given the product [Cl:1][C:2]1[CH:3]=[C:4]2[C:45](=[CH:10][CH:11]=1)[N:46]([CH3:47])[C:48](=[O:49])[C:6]([O:13][CH3:20])=[C:5]2[C:14]([O:16][CH2:17][CH3:18])=[O:15], predict the reactants needed to synthesize it. The reactants are: [Cl:1][C:2]1[CH:3]=[C:4]2C(=[CH:10][CH:11]=1)NC(=O)[C:6]([OH:13])=[C:5]2[C:14]([O:16][CH2:17][CH3:18])=[O:15].O[C:20]1C(=O)N(C)C2C(C=1C(OCC)=O)=CC=CC=2.C([O-])([O-])=O.[Cs+].[Cs+].IC.[CH3:45][N:46]([CH:48]=[O:49])[CH3:47]. (8) The reactants are: [NH2:1][C:2]1[CH:7]=[CH:6][CH:5]=[CH:4][C:3]=1[C:8]1[CH:13]=[CH:12][CH:11]=[CH:10][CH:9]=1.Cl[C:15]1[N:20]=[C:19](Cl)[C:18]([CH3:22])=[CH:17][N:16]=1. Given the product [C:8]1([C:3]2[CH:4]=[CH:5][CH:6]=[CH:7][C:2]=2[NH:1][C:15]2[N:20]=[C:19]([NH:1][C:2]3[CH:7]=[CH:6][CH:5]=[CH:4][C:3]=3[C:8]3[CH:9]=[CH:10][CH:11]=[CH:12][CH:13]=3)[C:18]([CH3:22])=[CH:17][N:16]=2)[CH:9]=[CH:10][CH:11]=[CH:12][CH:13]=1, predict the reactants needed to synthesize it. (9) Given the product [CH2:18]([N:10]([CH2:3][C:4]1[CH:5]=[CH:6][CH:7]=[CH:8][CH:9]=1)[CH2:11][CH:12]([O:17][CH3:26])[C:13]([F:16])([F:14])[F:15])[C:19]1[CH:24]=[CH:23][CH:22]=[CH:21][CH:20]=1, predict the reactants needed to synthesize it. The reactants are: [H-].[Na+].[CH2:3]([N:10]([CH2:18][C:19]1[CH:24]=[CH:23][CH:22]=[CH:21][CH:20]=1)[CH2:11][CH:12]([OH:17])[C:13]([F:16])([F:15])[F:14])[C:4]1[CH:9]=[CH:8][CH:7]=[CH:6][CH:5]=1.I[CH3:26].O. (10) Given the product [F:1][C:2]1[CH:7]=[CH:6][CH:5]=[CH:4][C:3]=1[C:8]1[NH:19][C:11]2=[N:12][CH:13]=[C:14]([NH2:16])[CH:15]=[C:10]2[N:9]=1, predict the reactants needed to synthesize it. The reactants are: [F:1][C:2]1[CH:7]=[CH:6][CH:5]=[CH:4][C:3]=1[C:8]1[NH:19][C:11]2=[N:12][CH:13]=[C:14]([N+:16]([O-])=O)[CH:15]=[C:10]2[N:9]=1.Cl.